Dataset: Full USPTO retrosynthesis dataset with 1.9M reactions from patents (1976-2016). Task: Predict the reactants needed to synthesize the given product. (1) The reactants are: [CH3:1][C:2]1[S:3][C:4]([C:10]2[CH:11]=[C:12]([CH3:16])[CH:13]=[CH:14][CH:15]=2)=[C:5]([C:7]([OH:9])=O)[N:6]=1.[F:17][C:18]1([F:38])[CH2:25][C@H:24]2[C@H:20]([CH2:21][NH:22][C@@H:23]2[CH2:26][N:27]2[C:35](=[O:36])[C:34]3[C:29](=[CH:30][CH:31]=[CH:32][CH:33]=3)[C:28]2=[O:37])[CH2:19]1.CCN(C(C)C)C(C)C. Given the product [CH3:1][C:2]1[S:3][C:4]([C:10]2[CH:11]=[C:12]([CH3:16])[CH:13]=[CH:14][CH:15]=2)=[C:5]([C:7]([N:22]2[CH2:21][C@H:20]3[C@H:24]([CH2:25][C:18]([F:17])([F:38])[CH2:19]3)[C@H:23]2[CH2:26][N:27]2[C:28](=[O:37])[C:29]3[C:34](=[CH:33][CH:32]=[CH:31][CH:30]=3)[C:35]2=[O:36])=[O:9])[N:6]=1, predict the reactants needed to synthesize it. (2) Given the product [Cl:1][C:2]1[CH:7]=[C:6]([O:8][CH2:9][C:10]2([CH3:14])[CH2:13][O:12][CH2:11]2)[CH:5]=[CH:4][C:3]=1[C:15]1[CH:20]=[CH:19][CH:18]=[C:17]([CH2:21][O:22][C:23]2[CH:28]=[CH:27][C:26]([C:29]3([CH2:33][C:34]([OH:36])=[O:35])[CH2:32][O:31][CH2:30]3)=[CH:25][CH:24]=2)[CH:16]=1, predict the reactants needed to synthesize it. The reactants are: [Cl:1][C:2]1[CH:7]=[C:6]([O:8][CH2:9][C:10]2([CH3:14])[CH2:13][O:12][CH2:11]2)[CH:5]=[CH:4][C:3]=1[C:15]1[CH:20]=[CH:19][CH:18]=[C:17]([CH2:21][O:22][C:23]2[CH:28]=[CH:27][C:26]([C:29]3([CH2:33][C:34]([O:36]CC)=[O:35])[CH2:32][O:31][CH2:30]3)=[CH:25][CH:24]=2)[CH:16]=1.O.[OH-].[Li+].